From a dataset of Catalyst prediction with 721,799 reactions and 888 catalyst types from USPTO. Predict which catalyst facilitates the given reaction. (1) Reactant: Cl.[CH3:2][NH:3][O:4][CH3:5].C(N(CC)CC)C.[F:13][C:14]1[N:19]=[CH:18][C:17]([C:20](Cl)=[O:21])=[CH:16][CH:15]=1.O. Product: [F:13][C:14]1[N:19]=[CH:18][C:17]([C:20]([N:3]([O:4][CH3:5])[CH3:2])=[O:21])=[CH:16][CH:15]=1. The catalyst class is: 4. (2) Reactant: N#N.C([O:6][C:7]([C:9]1[N:10]=[CH:11][O:12][C:13]=1[C:14]1[CH:19]=[CH:18][CH:17]=[C:16]([CH2:20][O:21][CH:22]([CH3:24])[CH3:23])[CH:15]=1)=[O:8])(C)C.[OH-].[Na+].Cl. Product: [CH:22]([O:21][CH2:20][C:16]1[CH:15]=[C:14]([C:13]2[O:12][CH:11]=[N:10][C:9]=2[C:7]([OH:8])=[O:6])[CH:19]=[CH:18][CH:17]=1)([CH3:24])[CH3:23]. The catalyst class is: 1. (3) Reactant: [NH2:1][C:2]1[CH:3]=[C:4]([Br:32])[C:5]([C@@H:14]([NH:24][C:25](=[O:31])[O:26][C:27]([CH3:30])([CH3:29])[CH3:28])[CH2:15][C:16]2[CH:21]=[C:20]([F:22])[CH:19]=[C:18]([F:23])[CH:17]=2)=[N:6][C:7]=1[C:8]#[C:9][C:10]([OH:13])([CH3:12])[CH3:11].C=O.[C:35](O)(=O)C.C([BH3-])#N.[Na+]. Product: [Br:32][C:4]1[C:5]([C@@H:14]([NH:24][C:25](=[O:31])[O:26][C:27]([CH3:30])([CH3:29])[CH3:28])[CH2:15][C:16]2[CH:21]=[C:20]([F:22])[CH:19]=[C:18]([F:23])[CH:17]=2)=[N:6][C:7]([C:8]#[C:9][C:10]([OH:13])([CH3:11])[CH3:12])=[C:2]([NH:1][CH3:35])[CH:3]=1. The catalyst class is: 10. (4) Reactant: N#N.[NH2:3][CH2:4][C:5]([OH:7])=O.[Cl:8][C:9]1[CH:29]=[CH:28][C:12]2[N:13]([CH2:19][C:20]3[CH:25]=[CH:24][C:23]([O:26][CH3:27])=[CH:22][CH:21]=3)C(=O)[O:15][C:16](=O)[C:11]=2[CH:10]=1. Product: [Cl:8][C:9]1[CH:29]=[CH:28][C:12]2[N:13]([CH2:19][C:20]3[CH:25]=[CH:24][C:23]([O:26][CH3:27])=[CH:22][CH:21]=3)[C:5](=[O:7])[CH2:4][NH:3][C:16](=[O:15])[C:11]=2[CH:10]=1. The catalyst class is: 52.